Dataset: Forward reaction prediction with 1.9M reactions from USPTO patents (1976-2016). Task: Predict the product of the given reaction. (1) Given the reactants [N:1]1([C:10]([O:12][C:13]([CH3:16])([CH3:15])[CH3:14])=[O:11])[CH:9]2[CH:4]([CH2:5][NH:6][CH2:7][CH2:8]2)[CH2:3][CH2:2]1.C([O-])([O-])=O.[K+].[K+].Br[CH2:24][CH2:25][CH2:26][Cl:27], predict the reaction product. The product is: [C:13]([O:12][C:10]([N:1]1[CH:9]2[CH:4]([CH2:5][N:6]([CH2:24][CH2:25][CH2:26][Cl:27])[CH2:7][CH2:8]2)[CH2:3][CH2:2]1)=[O:11])([CH3:16])([CH3:15])[CH3:14]. (2) Given the reactants [CH2:1]([N:3]([CH2:38][CH3:39])[CH2:4][CH2:5][CH2:6][NH:7][C:8]1[N:9]=[C:10]([C:27]2[CH:28]=[C:29]([CH:33]=[C:34]([F:37])[C:35]=2[CH3:36])[C:30]([OH:32])=O)[C:11]2[CH:17]=[CH:16][C:15](=[O:18])[N:14]([C:19]3[C:24]([F:25])=[CH:23][CH:22]=[CH:21][C:20]=3[F:26])[C:12]=2[N:13]=1)[CH3:2].CN(C(O[N:48]1N=N[C:50]2[CH:51]=CC=C[C:49]1=2)=[N+](C)C)C.F[P-](F)(F)(F)(F)F.C(N(CC)CC)C.C(N)CC, predict the reaction product. The product is: [CH2:1]([N:3]([CH2:38][CH3:39])[CH2:4][CH2:5][CH2:6][NH:7][C:8]1[N:9]=[C:10]([C:27]2[CH:28]=[C:29]([CH:33]=[C:34]([F:37])[C:35]=2[CH3:36])[C:30]([NH:48][CH2:49][CH2:50][CH3:51])=[O:32])[C:11]2[CH:17]=[CH:16][C:15](=[O:18])[N:14]([C:19]3[C:20]([F:26])=[CH:21][CH:22]=[CH:23][C:24]=3[F:25])[C:12]=2[N:13]=1)[CH3:2]. (3) Given the reactants [CH3:1][N:2]([CH3:20])[CH:3]1[CH2:8][CH2:7][CH:6]([NH:9][C:10](=[O:19])[O:11][CH2:12][C:13]2[CH:18]=[CH:17][CH:16]=[CH:15][CH:14]=2)[CH2:5][CH2:4]1.[H-].[Na+].I[CH2:24][CH2:25][OH:26], predict the reaction product. The product is: [CH3:1][N:2]([CH3:20])[CH:3]1[CH2:8][CH2:7][CH:6]([N:9]([CH2:24][CH2:25][OH:26])[C:10](=[O:19])[O:11][CH2:12][C:13]2[CH:14]=[CH:15][CH:16]=[CH:17][CH:18]=2)[CH2:5][CH2:4]1. (4) Given the reactants Br[C:2]1[C:10]2[N:9]3[CH2:11][CH2:12][CH2:13][NH:14][C:15](=[O:16])[C:8]3=[C:7]([CH3:17])[C:6]=2[CH:5]=[C:4]([C:18]#[N:19])[CH:3]=1.[N:20]1[CH:25]=[C:24](B(O)O)[CH:23]=[N:22][CH:21]=1, predict the reaction product. The product is: [CH3:17][C:7]1[C:6]2[CH:5]=[C:4]([C:18]#[N:19])[CH:3]=[C:2]([C:24]3[CH:25]=[N:20][CH:21]=[N:22][CH:23]=3)[C:10]=2[N:9]2[CH2:11][CH2:12][CH2:13][NH:14][C:15](=[O:16])[C:8]=12. (5) The product is: [C:1]([C:5]1[S:6][C:7]([C:23]([CH3:26])([CH3:25])[CH3:24])=[CH:8][C:9]=1[NH:10][C:11]([NH:13][C:14]1[CH:19]=[CH:18][CH:17]=[CH:16][C:15]=1[NH2:20])=[O:12])([O:3][CH3:4])=[O:2]. Given the reactants [C:1]([C:5]1[S:6][C:7]([C:23]([CH3:26])([CH3:25])[CH3:24])=[CH:8][C:9]=1[NH:10][C:11]([NH:13][C:14]1[CH:19]=[CH:18][CH:17]=[CH:16][C:15]=1[N+:20]([O-])=O)=[O:12])([O:3][CH3:4])=[O:2], predict the reaction product. (6) Given the reactants Br[C:2]1[CH:3]=[C:4]([N:8]2[C:16]3[CH:15]=[C:14]([Cl:17])[N:13]=[C:12]([NH:18][CH3:19])[C:11]=3[C:10]([C:20]([O:22][CH3:23])=[O:21])=[N:9]2)[CH:5]=[CH:6][CH:7]=1.[C:24]([C@:26]1([OH:33])[CH2:30][CH2:29][N:28]([CH3:31])[C:27]1=[O:32])#[CH:25], predict the reaction product. The product is: [Cl:17][C:14]1[N:13]=[C:12]([NH:18][CH3:19])[C:11]2[C:10]([C:20]([O:22][CH3:23])=[O:21])=[N:9][N:8]([C:4]3[CH:5]=[CH:6][CH:7]=[C:2]([C:25]#[C:24][C@:26]4([OH:33])[CH2:30][CH2:29][N:28]([CH3:31])[C:27]4=[O:32])[CH:3]=3)[C:16]=2[CH:15]=1. (7) Given the reactants [CH:1]1([CH2:4][CH2:5][O:6][CH2:7][C:8]2[N:13]=[C:12]([NH:14]C(=O)C(C)(C)C)[CH:11]=[CH:10][CH:9]=2)[CH2:3][CH2:2]1.[OH-].[Na+], predict the reaction product. The product is: [CH:1]1([CH2:4][CH2:5][O:6][CH2:7][C:8]2[N:13]=[C:12]([NH2:14])[CH:11]=[CH:10][CH:9]=2)[CH2:3][CH2:2]1. (8) Given the reactants [Br:1][C:2]1[CH:7]=[CH:6][C:5]([O:8][CH3:9])=[C:4]([N:10]=[C:11]=[O:12])[CH:3]=1.[NH3:13], predict the reaction product. The product is: [Br:1][C:2]1[CH:7]=[CH:6][C:5]([O:8][CH3:9])=[C:4]([NH:10][C:11]([NH2:13])=[O:12])[CH:3]=1. (9) Given the reactants [F:1][C:2]([F:13])([F:12])[C:3]1[CH:4]=[C:5]([CH:9]=[CH:10][CH:11]=1)[C:6]([OH:8])=O.C1CCC(N=C=NC2CCCCC2)CC1.[C:29]([O:32][C@H:33]([C:36]#[C:37][C:38]#[C:39][C@H:40]([NH2:50])[CH2:41][CH2:42][CH2:43][CH2:44][CH2:45][CH2:46][CH2:47][CH2:48][CH3:49])[CH:34]=[CH2:35])(=[O:31])[CH3:30], predict the reaction product. The product is: [C:29]([O:32][C@H:33]([C:36]#[C:37][C:38]#[C:39][C@H:40]([NH:50][C:6](=[O:8])[C:5]1[CH:9]=[CH:10][CH:11]=[C:3]([C:2]([F:1])([F:13])[F:12])[CH:4]=1)[CH2:41][CH2:42][CH2:43][CH2:44][CH2:45][CH2:46][CH2:47][CH2:48][CH3:49])[CH:34]=[CH2:35])(=[O:31])[CH3:30]. (10) Given the reactants [Cl:1][C:2]1[CH:34]=[CH:33][C:5]([CH2:6][N:7]2[C:15]3[C:10](=[CH:11][C:12]([N+:16]([O-])=O)=[CH:13][CH:14]=3)[C:9]([C:19](=[O:31])[C:20]([NH:22][C:23]3[CH:28]=[CH:27][N:26]=[C:25]([O:29][CH3:30])[CH:24]=3)=[O:21])=[C:8]2[CH3:32])=[CH:4][CH:3]=1, predict the reaction product. The product is: [NH2:16][C:12]1[CH:11]=[C:10]2[C:15](=[CH:14][CH:13]=1)[N:7]([CH2:6][C:5]1[CH:4]=[CH:3][C:2]([Cl:1])=[CH:34][CH:33]=1)[C:8]([CH3:32])=[C:9]2[C:19](=[O:31])[C:20]([NH:22][C:23]1[CH:28]=[CH:27][N:26]=[C:25]([O:29][CH3:30])[CH:24]=1)=[O:21].